Dataset: Reaction yield outcomes from USPTO patents with 853,638 reactions. Task: Predict the reaction yield, written as a fraction of the theoretical maximum amount of product (1.0 means a 100% yield; for example, 0.34 means a 34% yield). (1) The reactants are [C:1]1(P(C2C=CC=CC=2)C2C=CC=CC=2)C=CC=CC=1.CCOC(/N=[N:26]/[C:27](OCC)=O)=O.O[C:33]1[CH:34]=[C:35]([C:39]2[C:47]3[C:42](=[CH:43][CH:44]=[C:45]([C:48]#[N:49])[CH:46]=3)[N:41](C3CCCCO3)[N:40]=2)[CH:36]=[CH:37][CH:38]=1.Cl.[O:57]1CC[CH2:59][CH2:58]1. No catalyst specified. The product is [CH3:1][N:26]([CH3:27])[CH2:59][CH2:58][O:57][C:38]1[CH:33]=[CH:34][C:35]([C:39]2[C:47]3[C:42](=[CH:43][CH:44]=[C:45]([C:48]#[N:49])[CH:46]=3)[NH:41][N:40]=2)=[CH:36][CH:37]=1. The yield is 0.410. (2) The reactants are N1C2C(=C([S:11]([N:14]3[CH2:21][C:20]4[CH:22]=[CH:23][CH:24]=[CH:25][C:19]=4[CH2:18][O:17][CH2:16][C@H:15]3[CH2:26][OH:27])(=[O:13])=[O:12])C=CC=2)C=CC=1.[CH3:28][S:29](Cl)(=[O:31])=[O:30].CC(=O)O[CH2:36][CH3:37]. The catalyst is C1COCC1. The product is [CH3:28][S:29]([O:27][CH2:26][C@H:15]1[N:14]([S:11]([C:22]2[CH:23]=[CH:24][CH:25]=[C:37]3[C:36]=2[N:14]=[CH:21][CH:20]=[CH:19]3)(=[O:13])=[O:12])[CH2:21][C:20]2[CH:22]=[CH:23][CH:24]=[CH:25][C:19]=2[CH2:18][O:17][CH2:16]1)(=[O:31])=[O:30]. The yield is 0.870.